From a dataset of Full USPTO retrosynthesis dataset with 1.9M reactions from patents (1976-2016). Predict the reactants needed to synthesize the given product. (1) Given the product [Br:1][C:2]1[CH:6]=[CH:5][O:4][C:3]=1[CH2:7][N:9]1[CH2:13][CH2:12][CH2:11][CH2:10]1, predict the reactants needed to synthesize it. The reactants are: [Br:1][C:2]1[CH:6]=[CH:5][O:4][C:3]=1[CH:7]=O.[NH:9]1[CH2:13][CH2:12][CH2:11][CH2:10]1.C(Cl)Cl.C(O[BH-](OC(=O)C)OC(=O)C)(=O)C.[Na+]. (2) Given the product [Cl:33][CH2:32][CH2:31][CH2:30][CH:9]([C:6]1[CH:5]=[CH:4][C:3]([C:2]([F:13])([F:14])[F:1])=[CH:8][CH:7]=1)[C:10]([OH:12])=[O:11], predict the reactants needed to synthesize it. The reactants are: [F:1][C:2]([F:14])([F:13])[C:3]1[CH:8]=[CH:7][C:6]([CH2:9][C:10]([OH:12])=[O:11])=[CH:5][CH:4]=1.CN1C(=O)N(C)CCC1.C([Li])CCC.Br[CH2:30][CH2:31][CH2:32][Cl:33]. (3) Given the product [C:8]([O:12][C:13]([N:15]([C:16]([O:17][C:18]([CH3:20])([CH3:21])[CH3:19])=[O:22])[C:23]1[C:28]([C:29]2[O:46][N:45]=[C:44]([C:47]3[CH:48]=[CH:49][C:50]([C@@H:53]4[CH2:58][O:57][CH2:56][CH2:55][N:54]4[C:59]([O:61][C:62]([CH3:65])([CH3:64])[CH3:63])=[O:60])=[CH:51][CH:52]=3)[CH:30]=2)=[N:27][C:26]([C:31]2[CH:32]=[CH:33][C:34]([S:37]([CH:40]([CH3:42])[CH3:41])(=[O:39])=[O:38])=[CH:35][CH:36]=2)=[CH:25][N:24]=1)=[O:14])([CH3:9])([CH3:10])[CH3:11], predict the reactants needed to synthesize it. The reactants are: CCN(CC)CC.[C:8]([O:12][C:13]([N:15]([C:23]1[C:28]([C:29]#[CH:30])=[N:27][C:26]([C:31]2[CH:36]=[CH:35][C:34]([S:37]([CH:40]([CH3:42])[CH3:41])(=[O:39])=[O:38])=[CH:33][CH:32]=2)=[CH:25][N:24]=1)[C:16](=[O:22])[O:17][C:18]([CH3:21])([CH3:20])[CH3:19])=[O:14])([CH3:11])([CH3:10])[CH3:9].Cl/[C:44](/[C:47]1[CH:52]=[CH:51][C:50]([C@@H:53]2[CH2:58][O:57][CH2:56][CH2:55][N:54]2[C:59]([O:61][C:62]([CH3:65])([CH3:64])[CH3:63])=[O:60])=[CH:49][CH:48]=1)=[N:45]\[OH:46].